Dataset: Catalyst prediction with 721,799 reactions and 888 catalyst types from USPTO. Task: Predict which catalyst facilitates the given reaction. (1) Reactant: Br[C:2]1[CH:3]=[C:4]2[N:10]([C@@H:11]([C:13]3[C:18]([Cl:19])=[CH:17][CH:16]=[C:15]([F:20])[C:14]=3[Cl:21])[CH3:12])[CH:9]=[CH:8][C:5]2=[N:6][CH:7]=1.[CH3:22][N:23]1[CH:27]=[C:26](B2OC(C)(C)C(C)(C)O2)[CH:25]=[N:24]1.C(=O)([O-])[O-].[K+].[K+].O1CCOCC1. Product: [Cl:21][C:14]1[C:15]([F:20])=[CH:16][CH:17]=[C:18]([Cl:19])[C:13]=1[C@H:11]([N:10]1[C:4]2[C:5](=[N:6][CH:7]=[C:2]([C:26]3[CH:25]=[N:24][N:23]([CH3:22])[CH:27]=3)[CH:3]=2)[CH:8]=[CH:9]1)[CH3:12]. The catalyst class is: 103. (2) Reactant: FC1C=C([N+]([O-])=O)C=CC=1N(CC(F)(F)F)O.CC(C)CCCO.[F:25][C:26]1[CH:31]=[C:30]([N+:32]([O-:34])=[O:33])[CH:29]=[CH:28][C:27]=1[N:35]1[C@H:39]([CH2:40][CH:41]([CH3:43])[CH3:42])[CH2:38][O:37][CH:36]1[C:44]([F:47])([F:46])[F:45].[SiH](CC)(CC)CC. Product: [F:25][C:26]1[CH:31]=[C:30]([N+:32]([O-:34])=[O:33])[CH:29]=[CH:28][C:27]=1[N:35]([CH2:36][C:44]([F:47])([F:46])[F:45])[C@H:39]([CH2:40][CH:41]([CH3:42])[CH3:43])[CH2:38][OH:37]. The catalyst class is: 146. (3) Reactant: [NH2:1][C:2](=O)[CH2:3][CH2:4][C:5]1[CH:9]=[C:8]([CH2:10][NH:11][C:12]([C:14]2[C:15](=[O:37])[N:16]([C:27]3[CH:32]=[CH:31][CH:30]=[C:29]([C:33]([F:36])([F:35])[F:34])[CH:28]=3)[C:17]([CH3:26])=[C:18]([C:20]3[N:24]([CH3:25])[N:23]=[CH:22][CH:21]=3)[CH:19]=2)=[O:13])[O:7][N:6]=1. Product: [C:2]([CH2:3][CH2:4][C:5]1[CH:9]=[C:8]([CH2:10][NH:11][C:12]([C:14]2[C:15](=[O:37])[N:16]([C:27]3[CH:32]=[CH:31][CH:30]=[C:29]([C:33]([F:35])([F:34])[F:36])[CH:28]=3)[C:17]([CH3:26])=[C:18]([C:20]3[N:24]([CH3:25])[N:23]=[CH:22][CH:21]=3)[CH:19]=2)=[O:13])[O:7][N:6]=1)#[N:1]. The catalyst class is: 2. (4) Reactant: [Cl-].O[NH3+:3].[C:4](=[O:7])([O-])[OH:5].[Na+].CS(C)=O.[F:13][C:14]1[CH:15]=[C:16]([C:42]2[C:43]([C:48]#[N:49])=[CH:44][CH:45]=[CH:46][CH:47]=2)[CH:17]=[CH:18][C:19]=1[CH2:20][C:21]1[C:26](=[O:27])[N:25]([C:28]2[CH:33]=[CH:32][C:31]([O:34][CH:35]([CH3:37])[CH3:36])=[CH:30][CH:29]=2)[C:24]([CH3:38])=[N:23][C:22]=1[CH2:39][CH2:40][CH3:41]. Product: [F:13][C:14]1[CH:15]=[C:16]([C:42]2[CH:47]=[CH:46][CH:45]=[CH:44][C:43]=2[C:48]2[NH:3][C:4](=[O:7])[O:5][N:49]=2)[CH:17]=[CH:18][C:19]=1[CH2:20][C:21]1[C:26](=[O:27])[N:25]([C:28]2[CH:33]=[CH:32][C:31]([O:34][CH:35]([CH3:36])[CH3:37])=[CH:30][CH:29]=2)[C:24]([CH3:38])=[N:23][C:22]=1[CH2:39][CH2:40][CH3:41]. The catalyst class is: 13. (5) Reactant: [F:1][C:2]1[CH:24]=[CH:23][C:5]([O:6][CH2:7][CH:8]2[CH2:14][N:13](CC3C=CC=CC=3)[CH:12]([CH3:22])[CH2:11][CH2:10][CH2:9]2)=[CH:4][C:3]=1[CH3:25]. Product: [F:1][C:2]1[CH:24]=[CH:23][C:5]([O:6][CH2:7][CH:8]2[CH2:14][NH:13][CH:12]([CH3:22])[CH2:11][CH2:10][CH2:9]2)=[CH:4][C:3]=1[CH3:25]. The catalyst class is: 563.